This data is from Forward reaction prediction with 1.9M reactions from USPTO patents (1976-2016). The task is: Predict the product of the given reaction. (1) Given the reactants [N+:1]([C:4]1[CH:59]=[CH:58][C:7]([CH2:8][O:9][C:10]([CH2:12][NH:13][C:14]([C:16]2[N:17]=[C:18]([N:21]3[CH2:24][CH:23]([S:25][C:26]4[C@H:27]([CH3:57])[C@@H:28]5[C@@H:45]([C@H:46]([O:48][Si](C(C)(C)C)(C)C)[CH3:47])[C:44](=[O:56])[N:29]5[C:30]=4[C:31]([O:33][CH2:34][C:35]4[CH:40]=[CH:39][C:38]([N+:41]([O-:43])=[O:42])=[CH:37][CH:36]=4)=[O:32])[CH2:22]3)[S:19][CH:20]=2)=[O:15])=[O:11])=[CH:6][CH:5]=1)([O-:3])=[O:2].C(O)(=O)C.[F-].C([N+](CCCC)(CCCC)CCCC)CCC.C(=O)([O-])O.[Na+], predict the reaction product. The product is: [N+:1]([C:4]1[CH:59]=[CH:58][C:7]([CH2:8][O:9][C:10]([CH2:12][NH:13][C:14]([C:16]2[N:17]=[C:18]([N:21]3[CH2:24][CH:23]([S:25][C:26]4[C@H:27]([CH3:57])[C@@H:28]5[C@@H:45]([C@H:46]([OH:48])[CH3:47])[C:44](=[O:56])[N:29]5[C:30]=4[C:31]([O:33][CH2:34][C:35]4[CH:40]=[CH:39][C:38]([N+:41]([O-:43])=[O:42])=[CH:37][CH:36]=4)=[O:32])[CH2:22]3)[S:19][CH:20]=2)=[O:15])=[O:11])=[CH:6][CH:5]=1)([O-:3])=[O:2]. (2) The product is: [O:6]1[CH2:21][CH2:22][O:23][CH:5]1[C:4]1[CH:7]=[CH:8][C:9]([O:10][Si:11]([CH:15]([CH3:17])[CH3:16])([CH:18]([CH3:20])[CH3:19])[CH:12]([CH3:13])[CH3:14])=[C:2]([F:1])[CH:3]=1. Given the reactants [F:1][C:2]1[CH:3]=[C:4]([CH:7]=[CH:8][C:9]=1[O:10][Si:11]([CH:18]([CH3:20])[CH3:19])([CH:15]([CH3:17])[CH3:16])[CH:12]([CH3:14])[CH3:13])[CH:5]=[O:6].[CH2:21](O)[CH2:22][OH:23].C1(C)C=CC(S(O)(=O)=O)=CC=1.O, predict the reaction product. (3) Given the reactants [ClH:1].CS(N1CCNCC1)(=O)=O.C(O)(=O)C.CC(C1CC(=O)CCN1C([O-])=O)(C)C.[BH-](OC(C)=O)(OC(C)=O)OC(C)=O.[Na+].C([O-])([O-])=O.[Na+].[Na+].[CH3:50][S:51]([N:54]1[CH2:59][CH2:58][N:57]([CH:60]2[CH2:65][CH2:64][N:63](C(OC(C)(C)C)=O)[CH2:62][CH2:61]2)[CH2:56][CH2:55]1)(=[O:53])=[O:52].Cl, predict the reaction product. The product is: [ClH:1].[ClH:1].[CH3:50][S:51]([N:54]1[CH2:55][CH2:56][N:57]([CH:60]2[CH2:65][CH2:64][NH:63][CH2:62][CH2:61]2)[CH2:58][CH2:59]1)(=[O:52])=[O:53]. (4) The product is: [CH3:2][O:3][C:4]([C:5]1[S:19][C:18]([C:17]2[CH:21]=[CH:22][C:14]([Cl:13])=[CH:15][CH:16]=2)=[N:20][C:6]=1[CH2:7][CH2:8][O:9][CH3:10])=[O:12]. Given the reactants [Cl-].[CH3:2][O:3][C:4](=[O:12])[CH2:5][C:6](=O)[CH2:7][CH2:8][O:9][CH3:10].[Cl:13][C:14]1[CH:22]=[CH:21][C:17]([C:18]([NH2:20])=[S:19])=[CH:16][CH:15]=1.CO, predict the reaction product.